Dataset: Forward reaction prediction with 1.9M reactions from USPTO patents (1976-2016). Task: Predict the product of the given reaction. (1) Given the reactants ClC1C=CC(C(C2C=CC(Cl)=CC=2)=O)=CC=1.C([O-])([O-])=O.[K+].[K+].[N+]([C:26]1[CH:27]=[C:28]([C:34]#[N:35])[C:29](=[CH:32][CH:33]=1)[C:30]#[N:31])([O-])=O.Cl, predict the reaction product. The product is: [C:34](#[N:35])[C:28]1[C:29](=[CH:32][CH:33]=[CH:26][CH:27]=1)[C:30]#[N:31]. (2) Given the reactants C(=O)([O-])[O-].[K+].[K+].[CH3:7][O:8][C:9]1[CH:10]=[C:11]([C:18]2[CH2:23][NH:22][CH2:21][CH2:20][CH:19]=2)[CH:12]=[CH:13][C:14]=1[N+:15]([O-:17])=[O:16].I[CH:25]([CH3:27])[CH3:26], predict the reaction product. The product is: [CH3:26][CH:25]([N:22]1[CH2:23][C:18]([C:11]2[CH:12]=[CH:13][C:14]([N+:15]([O-:17])=[O:16])=[C:9]([O:8][CH3:7])[CH:10]=2)=[CH:19][CH2:20][CH2:21]1)[CH3:27]. (3) Given the reactants [F:1][C:2]([F:12])([F:11])[O:3][C:4]1[CH:9]=[CH:8][C:7]([OH:10])=[CH:6][CH:5]=1.[Cl:13][C:14]1[N:15]([CH2:22][CH2:23][CH:24]2[CH2:26][O:25]2)[CH:16]=[C:17]([N+:19]([O-:21])=[O:20])[N:18]=1.C([O-])([O-])=O.[K+].[K+], predict the reaction product. The product is: [Cl:13][C:14]1[N:15]([CH2:22][CH2:23][CH:24]([OH:25])[CH2:26][O:10][C:7]2[CH:6]=[CH:5][C:4]([O:3][C:2]([F:11])([F:12])[F:1])=[CH:9][CH:8]=2)[CH:16]=[C:17]([N+:19]([O-:21])=[O:20])[N:18]=1. (4) The product is: [CH:26]([O:25][C:23]([N:12]1[CH2:13][CH2:14][CH:9]([NH:8][C:1]([O:3][C:4]([CH3:7])([CH3:6])[CH3:5])=[O:2])[CH2:10][CH2:11]1)=[O:24])([CH3:28])[CH3:27]. Given the reactants [C:1]([NH:8][CH:9]1[CH2:14][CH2:13][NH:12][CH2:11][CH2:10]1)([O:3][C:4]([CH3:7])([CH3:6])[CH3:5])=[O:2].C(N(CC)CC)C.Cl[C:23]([O:25][CH:26]([CH3:28])[CH3:27])=[O:24], predict the reaction product. (5) Given the reactants [C:1]1([CH2:7][O:8][C:9]([NH:11][C:12]2[NH:13][C:14]3[C:15]([N:38]=2)=[N:16][CH:17]=[C:18]([C:20]2[CH:21]=[CH:22][C:23]4[O:29][CH2:28][CH2:27][N:26](C(OC(C)(C)C)=O)[CH2:25][C:24]=4[CH:37]=2)[CH:19]=3)=[O:10])[CH:6]=[CH:5][CH:4]=[CH:3][CH:2]=1.FC(F)(F)C(O)=O, predict the reaction product. The product is: [O:29]1[C:23]2[CH:22]=[CH:21][C:20]([C:18]3[CH:19]=[C:14]4[NH:13][C:12]([NH:11][C:9](=[O:10])[O:8][CH2:7][C:1]5[CH:2]=[CH:3][CH:4]=[CH:5][CH:6]=5)=[N:38][C:15]4=[N:16][CH:17]=3)=[CH:37][C:24]=2[CH2:25][NH:26][CH2:27][CH2:28]1. (6) Given the reactants [Cl:1][C:2]1[CH:3]=[C:4]([N:9]2[C:13]([C:14]3[CH:19]=[CH:18][CH:17]=[C:16]([O:20][CH3:21])[CH:15]=3)=[CH:12][C:11]([C:22]([O:24]CC)=[O:23])=[N:10]2)[CH:5]=[CH:6][C:7]=1[F:8].ClC1C=C(N2C(C3C=C(F)C=C(Cl)C=3)=CC(C(O)=O)=N2)C=CC=1F, predict the reaction product. The product is: [Cl:1][C:2]1[CH:3]=[C:4]([N:9]2[C:13]([C:14]3[CH:19]=[CH:18][CH:17]=[C:16]([O:20][CH3:21])[CH:15]=3)=[CH:12][C:11]([C:22]([OH:24])=[O:23])=[N:10]2)[CH:5]=[CH:6][C:7]=1[F:8]. (7) The product is: [CH3:1][N:2]1[C:10]2[N:9]=[CH:8][N:7]([CH3:26])[C:6]=2[C:5](=[O:11])[N:4]([CH2:16][CH2:17][CH2:18][CH2:19][C:20]([N:22]([O:24][CH3:25])[CH3:23])=[O:21])[C:3]1=[O:12]. Given the reactants [CH3:1][N:2]1[C:10]2[N:9]=[CH:8][NH:7][C:6]=2[C:5](=[O:11])[NH:4][C:3]1=[O:12].[H-].[Na+].Br[CH2:16][CH2:17][CH2:18][CH2:19][C:20]([N:22]([O:24][CH3:25])[CH3:23])=[O:21].[CH3:26]S(C)=O, predict the reaction product. (8) Given the reactants Cl.[CH2:2]([O:4][C:5]1[CH:10]=[CH:9][CH:8]=[CH:7][C:6]=1[N:11]1[CH2:16][CH2:15][NH:14][CH2:13][CH2:12]1)[CH3:3].[C:17]1([C:25]2[CH:30]=[CH:29][CH:28]=[CH:27][CH:26]=2)[C:18]([CH:23]=O)=[CH:19][CH:20]=[CH:21][CH:22]=1.[BH-](OC(C)=O)(OC(C)=O)OC(C)=O.[Na+].C1(C2C=CC=CC=2)C=CC=CC=1CN1CCN(C2C=CC=CC=2)CC1, predict the reaction product. The product is: [C:17]1([C:25]2[CH:26]=[CH:27][CH:28]=[CH:29][CH:30]=2)[CH:22]=[CH:21][CH:20]=[CH:19][C:18]=1[CH2:23][N:14]1[CH2:13][CH2:12][N:11]([C:6]2[CH:7]=[CH:8][CH:9]=[CH:10][C:5]=2[O:4][CH2:2][CH3:3])[CH2:16][CH2:15]1. (9) Given the reactants [OH:1][CH2:2][C@@H:3]1[CH2:7][CH2:6][CH2:5][N:4]1[CH2:8][CH2:9][CH2:10][NH:11][C:12]([C:14]1[CH:22]=[C:21]2[C:17]([C:18](=[N:24][NH2:25])[C:19](=[O:23])[NH:20]2)=[C:16]([Br:26])[CH:15]=1)=[O:13].[O:27]1[C:31]2[CH:32]=[CH:33][C:34]([CH2:36][C:37](O)=[O:38])=[CH:35][C:30]=2[CH2:29][CH2:28]1.C(N(CC)CC)C.CN(C(ON1N=NC2C=CC=CC1=2)=[N+](C)C)C.F[P-](F)(F)(F)(F)F, predict the reaction product. The product is: [OH:1][CH2:2][C@@H:3]1[CH2:7][CH2:6][CH2:5][N:4]1[CH2:8][CH2:9][CH2:10][NH:11][C:12]([C:14]1[CH:22]=[C:21]2[C:17]([C:18](=[N:24][NH:25][C:37](=[O:38])[CH2:36][C:34]3[CH:33]=[CH:32][C:31]4[O:27][CH2:28][CH2:29][C:30]=4[CH:35]=3)[C:19](=[O:23])[NH:20]2)=[C:16]([Br:26])[CH:15]=1)=[O:13]. (10) Given the reactants Cl.Cl.[Cl:3][C:4]1[C:9]([Cl:10])=[C:8]([O:11][CH3:12])[CH:7]=[CH:6][C:5]=1[N:13]1[CH2:18][CH2:17][N:16]([CH2:19][CH2:20][C@H:21]2[CH2:26][CH2:25][C@H:24]([NH2:27])[CH2:23][CH2:22]2)[CH2:15][CH2:14]1.[CH2:28]([N:30]([CH2:33]C)CC)C.ClC(Cl)([O:38]C(=O)OC(Cl)(Cl)Cl)Cl.CN, predict the reaction product. The product is: [Cl:3][C:4]1[C:9]([Cl:10])=[C:8]([O:11][CH3:12])[CH:7]=[CH:6][C:5]=1[N:13]1[CH2:18][CH2:17][N:16]([CH2:19][CH2:20][C@H:21]2[CH2:22][CH2:23][C@H:24]([NH:27][C:28]([NH:30][CH3:33])=[O:38])[CH2:25][CH2:26]2)[CH2:15][CH2:14]1.